Dataset: NCI-60 drug combinations with 297,098 pairs across 59 cell lines. Task: Regression. Given two drug SMILES strings and cell line genomic features, predict the synergy score measuring deviation from expected non-interaction effect. (1) Drug 1: CC1C(C(=O)NC(C(=O)N2CCCC2C(=O)N(CC(=O)N(C(C(=O)O1)C(C)C)C)C)C(C)C)NC(=O)C3=C4C(=C(C=C3)C)OC5=C(C(=O)C(=C(C5=N4)C(=O)NC6C(OC(=O)C(N(C(=O)CN(C(=O)C7CCCN7C(=O)C(NC6=O)C(C)C)C)C)C(C)C)C)N)C. Drug 2: CC1C(C(CC(O1)OC2CC(CC3=C2C(=C4C(=C3O)C(=O)C5=C(C4=O)C(=CC=C5)OC)O)(C(=O)CO)O)N)O.Cl. Cell line: SNB-19. Synergy scores: CSS=35.3, Synergy_ZIP=3.42, Synergy_Bliss=4.10, Synergy_Loewe=-0.00577, Synergy_HSA=4.79. (2) Drug 1: C1CN(CCN1C(=O)CCBr)C(=O)CCBr. Drug 2: C1CCC(C(C1)N)N.C(=O)(C(=O)[O-])[O-].[Pt+4]. Cell line: SF-268. Synergy scores: CSS=21.4, Synergy_ZIP=-5.98, Synergy_Bliss=-0.921, Synergy_Loewe=-1.74, Synergy_HSA=1.95. (3) Drug 1: C1CN(CCN1C(=O)CCBr)C(=O)CCBr. Drug 2: CS(=O)(=O)OCCCCOS(=O)(=O)C. Cell line: NCI/ADR-RES. Synergy scores: CSS=11.7, Synergy_ZIP=-6.52, Synergy_Bliss=0.199, Synergy_Loewe=-11.1, Synergy_HSA=0.444. (4) Drug 1: C1CN1C2=NC(=NC(=N2)N3CC3)N4CC4. Drug 2: CC(CN1CC(=O)NC(=O)C1)N2CC(=O)NC(=O)C2. Cell line: A549. Synergy scores: CSS=49.9, Synergy_ZIP=5.58, Synergy_Bliss=5.35, Synergy_Loewe=8.03, Synergy_HSA=10.7. (5) Drug 1: CC(C1=C(C=CC(=C1Cl)F)Cl)OC2=C(N=CC(=C2)C3=CN(N=C3)C4CCNCC4)N. Cell line: KM12. Drug 2: C1CC(=O)NC(=O)C1N2C(=O)C3=CC=CC=C3C2=O. Synergy scores: CSS=34.1, Synergy_ZIP=11.9, Synergy_Bliss=12.3, Synergy_Loewe=-28.1, Synergy_HSA=6.53. (6) Drug 1: C1CCC(CC1)NC(=O)N(CCCl)N=O. Drug 2: CNC(=O)C1=NC=CC(=C1)OC2=CC=C(C=C2)NC(=O)NC3=CC(=C(C=C3)Cl)C(F)(F)F. Cell line: RPMI-8226. Synergy scores: CSS=54.5, Synergy_ZIP=-2.00, Synergy_Bliss=-1.05, Synergy_Loewe=-11.5, Synergy_HSA=-0.332.